This data is from NCI-60 drug combinations with 297,098 pairs across 59 cell lines. The task is: Regression. Given two drug SMILES strings and cell line genomic features, predict the synergy score measuring deviation from expected non-interaction effect. (1) Drug 1: CC1C(C(CC(O1)OC2CC(CC3=C2C(=C4C(=C3O)C(=O)C5=C(C4=O)C(=CC=C5)OC)O)(C(=O)C)O)N)O.Cl. Drug 2: COC1=NC(=NC2=C1N=CN2C3C(C(C(O3)CO)O)O)N. Cell line: U251. Synergy scores: CSS=13.1, Synergy_ZIP=4.28, Synergy_Bliss=4.70, Synergy_Loewe=-32.3, Synergy_HSA=1.61. (2) Drug 1: CN(CC1=CN=C2C(=N1)C(=NC(=N2)N)N)C3=CC=C(C=C3)C(=O)NC(CCC(=O)O)C(=O)O. Drug 2: CCC1(CC2CC(C3=C(CCN(C2)C1)C4=CC=CC=C4N3)(C5=C(C=C6C(=C5)C78CCN9C7C(C=CC9)(C(C(C8N6C=O)(C(=O)OC)O)OC(=O)C)CC)OC)C(=O)OC)O.OS(=O)(=O)O. Cell line: U251. Synergy scores: CSS=50.1, Synergy_ZIP=-1.91, Synergy_Bliss=-8.16, Synergy_Loewe=-5.40, Synergy_HSA=-2.21. (3) Drug 1: CC12CCC(CC1=CCC3C2CCC4(C3CC=C4C5=CN=CC=C5)C)O. Drug 2: CC1C(C(CC(O1)OC2CC(CC3=C2C(=C4C(=C3O)C(=O)C5=C(C4=O)C(=CC=C5)OC)O)(C(=O)CO)O)N)O.Cl. Cell line: SK-MEL-28. Synergy scores: CSS=54.6, Synergy_ZIP=2.03, Synergy_Bliss=7.77, Synergy_Loewe=-4.18, Synergy_HSA=6.78. (4) Drug 1: C1=CC(=C2C(=C1NCCNCCO)C(=O)C3=C(C=CC(=C3C2=O)O)O)NCCNCCO. Synergy scores: CSS=31.6, Synergy_ZIP=-2.06, Synergy_Bliss=-2.75, Synergy_Loewe=-0.462, Synergy_HSA=-0.0810. Cell line: A498. Drug 2: B(C(CC(C)C)NC(=O)C(CC1=CC=CC=C1)NC(=O)C2=NC=CN=C2)(O)O. (5) Drug 1: C1=CC(=C2C(=C1NCCNCCO)C(=O)C3=C(C=CC(=C3C2=O)O)O)NCCNCCO. Drug 2: C1=NNC2=C1C(=O)NC=N2. Cell line: K-562. Synergy scores: CSS=55.0, Synergy_ZIP=7.09, Synergy_Bliss=6.60, Synergy_Loewe=-39.1, Synergy_HSA=9.29. (6) Drug 1: CC1=CC=C(C=C1)C2=CC(=NN2C3=CC=C(C=C3)S(=O)(=O)N)C(F)(F)F. Drug 2: CCCCCOC(=O)NC1=NC(=O)N(C=C1F)C2C(C(C(O2)C)O)O. Cell line: BT-549. Synergy scores: CSS=1.33, Synergy_ZIP=-4.58, Synergy_Bliss=-7.35, Synergy_Loewe=-6.30, Synergy_HSA=-7.09. (7) Drug 1: CN(C)C1=NC(=NC(=N1)N(C)C)N(C)C. Drug 2: COCCOC1=C(C=C2C(=C1)C(=NC=N2)NC3=CC=CC(=C3)C#C)OCCOC.Cl. Cell line: SK-OV-3. Synergy scores: CSS=1.23, Synergy_ZIP=-3.06, Synergy_Bliss=-2.63, Synergy_Loewe=-7.08, Synergy_HSA=-3.16. (8) Drug 1: C(CC(=O)O)C(=O)CN.Cl. Drug 2: C1CN(P(=O)(OC1)NCCCl)CCCl. Cell line: MCF7. Synergy scores: CSS=0.994, Synergy_ZIP=0.0917, Synergy_Bliss=1.80, Synergy_Loewe=-2.27, Synergy_HSA=-2.50. (9) Cell line: MDA-MB-231. Synergy scores: CSS=15.3, Synergy_ZIP=-2.42, Synergy_Bliss=-3.72, Synergy_Loewe=-5.29, Synergy_HSA=-2.33. Drug 2: C1=C(C(=O)NC(=O)N1)N(CCCl)CCCl. Drug 1: C1CC(=O)NC(=O)C1N2CC3=C(C2=O)C=CC=C3N.